Dataset: Forward reaction prediction with 1.9M reactions from USPTO patents (1976-2016). Task: Predict the product of the given reaction. The product is: [CH3:1][C@@H:2]1[C@H:11]2[C:5](=[C:6]([CH3:15])[CH2:7][CH2:8][C@@H:9]([C:12]([CH3:14])=[CH2:13])[CH2:10]2)[C@H:4]([OH:16])[CH2:3]1.[CH3:1][C@@H:2]1[C@H:11]2[C:5](=[C:6]([CH3:15])[CH2:7][CH2:8][C@@H:9]([C:12]([CH3:14])=[CH2:13])[CH2:10]2)[C@@H:4]([OH:16])[CH2:3]1. Given the reactants [CH3:1][C@@H:2]1[C@H:11]2[C:5](=[C:6]([CH3:15])[CH2:7][CH2:8][C@@H:9]([C:12]([CH3:14])=[CH2:13])[CH2:10]2)[C:4](=[O:16])[CH2:3]1.[BH4-].[Na+].[NH4+].[Cl-], predict the reaction product.